Predict the product of the given reaction. From a dataset of Forward reaction prediction with 1.9M reactions from USPTO patents (1976-2016). (1) Given the reactants [F:1][C:2]1[CH:7]=[C:6]([Br:8])[CH:5]=[CH:4][C:3]=1[NH:9]N.O=[C:12]1[CH2:17][CH2:16][CH:15]([NH:18][C:19](=[O:23])[CH:20]([CH3:22])[CH3:21])[CH2:14][CH2:13]1, predict the reaction product. The product is: [Br:8][C:6]1[CH:5]=[C:4]2[C:3](=[C:2]([F:1])[CH:7]=1)[NH:9][C:12]1[CH2:17][CH2:16][CH:15]([NH:18][C:19](=[O:23])[CH:20]([CH3:21])[CH3:22])[CH2:14][C:13]2=1. (2) Given the reactants [NH:1]1[C:9]2[C:4](=[CH:5][CH:6]=[CH:7][CH:8]=2)[CH:3]=[CH:2]1.[C:10](Cl)(=[O:14])[C:11](Cl)=[O:12].[NH2:16][C:17]1[CH:22]=[CH:21][N:20]=[CH:19][CH:18]=1, predict the reaction product. The product is: [N:20]1[CH:21]=[CH:22][C:17]([NH:16][C:10](=[O:14])[C:11]([C:3]2[C:4]3[C:9](=[CH:8][CH:7]=[CH:6][CH:5]=3)[NH:1][CH:2]=2)=[O:12])=[CH:18][CH:19]=1. (3) The product is: [C:38]([C:35]([CH3:37])([CH3:36])[C:31]1[CH:30]=[C:29]([CH:34]=[CH:33][CH:32]=1)[C:28]([NH:27][C:22]1[CH:23]=[CH:24][C:25]([CH3:26])=[C:20]([NH:19][C:13]2[C:12]3[C:17](=[CH:18][C:9]([OH:8])=[CH:10][CH:11]=3)[N:16]=[CH:15][N:14]=2)[CH:21]=1)=[O:40])#[N:39]. Given the reactants C([O:8][C:9]1[CH:18]=[C:17]2[C:12]([C:13]([NH:19][C:20]3[CH:21]=[C:22]([NH:27][C:28](=[O:40])[C:29]4[CH:34]=[CH:33][CH:32]=[C:31]([C:35]([C:38]#[N:39])([CH3:37])[CH3:36])[CH:30]=4)[CH:23]=[CH:24][C:25]=3[CH3:26])=[N:14][CH:15]=[N:16]2)=[CH:11][CH:10]=1)C1C=CC=CC=1, predict the reaction product. (4) The product is: [NH2:17][C:3]1[CH:4]=[N:5][N:6]([CH2:7][CH2:8][N:9]2[C:13]([NH2:14])=[C:12]([NH2:15])[CH:11]=[N:10]2)[C:2]=1[NH2:1]. Given the reactants [NH2:1][C:2]1[N:6]([CH2:7][CH2:8][N:9]2[C:13]([NH2:14])=[C:12]([N:15]=O)[CH:11]=[N:10]2)[N:5]=[CH:4][C:3]=1[N:17]=O, predict the reaction product. (5) Given the reactants [C:1]([NH:5][C:6]1[O:7][C:8]([C:11]2[CH:12]=[C:13]3[C:17](=[CH:18][CH:19]=2)[N:16]([S:20]([C:23]2[CH:29]=[CH:28][C:26]([CH3:27])=[CH:25][CH:24]=2)(=[O:22])=[O:21])[CH:15]=[C:14]3B2OC(C)(C)C(C)(C)O2)=[N:9][N:10]=1)([CH3:4])([CH3:3])[CH3:2].Br[C:40]1[N:45]=[C:44]([CH:46]2[CH2:48][CH2:47]2)[CH:43]=[CH:42][N:41]=1.P([O-])([O-])([O-])=O.[K+].[K+].[K+].C1(P(C2CCCCC2)C2C=CC=CC=2C2C(C(C)C)=CC(C(C)C)=CC=2C(C)C)CCCCC1, predict the reaction product. The product is: [C:1]([NH:5][C:6]1[O:7][C:8]([C:11]2[CH:12]=[C:13]3[C:17](=[CH:18][CH:19]=2)[N:16]([S:20]([C:23]2[CH:29]=[CH:28][C:26]([CH3:27])=[CH:25][CH:24]=2)(=[O:22])=[O:21])[CH:15]=[C:14]3[C:40]2[N:45]=[C:44]([CH:46]3[CH2:48][CH2:47]3)[CH:43]=[CH:42][N:41]=2)=[N:9][N:10]=1)([CH3:4])([CH3:2])[CH3:3]. (6) Given the reactants CO[C:3]([C:5]1[N:6]=[CH:7][C:8]2[C:13]([C:14]=1[OH:15])=[CH:12][CH:11]=[C:10]([CH2:16][C:17]1[CH:22]=[CH:21][CH:20]=[CH:19][CH:18]=1)[CH:9]=2)=[O:4].OC(C(F)(F)F)=O.[NH2:30][CH2:31][C:32]([CH3:37])([CH3:36])[C:33]([OH:35])=[O:34].C[O-].[Na+], predict the reaction product. The product is: [CH2:16]([C:10]1[CH:9]=[C:8]2[C:13]([C:14]([OH:15])=[C:5]([C:3]([NH:30][CH2:31][C:32]([CH3:37])([CH3:36])[C:33]([OH:35])=[O:34])=[O:4])[N:6]=[CH:7]2)=[CH:12][CH:11]=1)[C:17]1[CH:22]=[CH:21][CH:20]=[CH:19][CH:18]=1.